This data is from Human liver microsome stability data. The task is: Regression/Classification. Given a drug SMILES string, predict its absorption, distribution, metabolism, or excretion properties. Task type varies by dataset: regression for continuous measurements (e.g., permeability, clearance, half-life) or binary classification for categorical outcomes (e.g., BBB penetration, CYP inhibition). Dataset: hlm. (1) The compound is C=C(C)[C@@H]1CC[C@]2(NCCN3CCCS(=O)(=O)CC3)CC[C@]3(C)[C@H](CC[C@@H]4[C@@]5(C)CC=C(c6ccc(C(=O)O)cc6)C(C)(C)[C@@H]5CC[C@]43C)[C@@H]12. The result is 0 (unstable in human liver microsomes). (2) The compound is COc1cc(C2CCN(C)CC2O)ccc1Nc1ncc2ccc(-c3ccccc3OC)n2n1. The result is 0 (unstable in human liver microsomes). (3) The compound is N#CCCN[C@H]1CC[C@H](n2nnc3cnc4[nH]ccc4c32)CC1. The result is 0 (unstable in human liver microsomes). (4) The drug is Cc1cccc(Nc2sc(-c3ccccc3)cc2C(N)=O)n1. The result is 1 (stable in human liver microsomes). (5) The compound is CCOP(=O)(OCC)c1ccc(C(=O)Nc2ccc(C)c(Nc3nccc(-c4cccnc4)n3)c2)cc1. The result is 1 (stable in human liver microsomes). (6) The molecule is CS(=O)(=O)CC(=O)NCCSc1nonc1C(=NO)Nc1ccc(F)c(C(F)F)c1. The result is 0 (unstable in human liver microsomes).